Dataset: Peptide-MHC class II binding affinity with 134,281 pairs from IEDB. Task: Regression. Given a peptide amino acid sequence and an MHC pseudo amino acid sequence, predict their binding affinity value. This is MHC class II binding data. (1) The peptide sequence is AAAAAYEAAFAATVP. The MHC is DRB1_0405 with pseudo-sequence DRB1_0405. The binding affinity (normalized) is 0.580. (2) The peptide sequence is AFKVAAIAANAAPAN. The MHC is DRB1_1001 with pseudo-sequence DRB1_1001. The binding affinity (normalized) is 0.856. (3) The peptide sequence is IGITDRDFIEGVHGG. The MHC is DRB1_1301 with pseudo-sequence DRB1_1301. The binding affinity (normalized) is 0.153. (4) The peptide sequence is LNYRPLLPKDRRMII. The MHC is HLA-DQA10501-DQB10301 with pseudo-sequence HLA-DQA10501-DQB10301. The binding affinity (normalized) is 0. (5) The peptide sequence is ERFAVNPGLLETSEGCR. The MHC is HLA-DQA10101-DQB10501 with pseudo-sequence HLA-DQA10101-DQB10501. The binding affinity (normalized) is 0.143. (6) The peptide sequence is YDKFLAGVSTVLTGK. The MHC is DRB3_0202 with pseudo-sequence DRB3_0202. The binding affinity (normalized) is 0.443. (7) The peptide sequence is SQPATGAATVAAGAA. The MHC is HLA-DQA10401-DQB10402 with pseudo-sequence HLA-DQA10401-DQB10402. The binding affinity (normalized) is 0.360.